This data is from Reaction yield outcomes from USPTO patents with 853,638 reactions. The task is: Predict the reaction yield, written as a fraction of the theoretical maximum amount of product (1.0 means a 100% yield; for example, 0.34 means a 34% yield). (1) The reactants are C[O:2][CH2:3][C@H:4]([CH3:24])[O:5][C:6]1[CH:7]=[C:8]([OH:23])[CH:9]=[C:10]([C:12]2[NH:13][C:14]([C:17]3[O:18][C@@H:19]([CH3:22])[CH2:20][N:21]=3)=[CH:15][CH:16]=2)[CH:11]=1.B(Br)(Br)Br.C(=O)([O-])O.[Na+]. The catalyst is C(Cl)Cl. The product is [OH:2][CH2:3][C@H:4]([CH3:24])[O:5][C:6]1[CH:7]=[C:8]([OH:23])[CH:9]=[C:10]([C:12]2[NH:13][C:14]([C:17]3[O:18][C@@H:19]([CH3:22])[CH2:20][N:21]=3)=[CH:15][CH:16]=2)[CH:11]=1. The yield is 0.720. (2) The reactants are [Cl:1][C:2]([F:11])([F:10])[C:3](=O)/[CH:4]=[CH:5]/OCC.C[N:13](C)[CH:14]=[CH:15][C:16]#[N:17].C([O-])(=O)C.[NH4+].O. The catalyst is C1(C)C=CC=CC=1. The product is [Cl:1][C:2]([F:10])([F:11])[C:3]1[CH:4]=[CH:5][C:15]([C:16]#[N:17])=[CH:14][N:13]=1. The yield is 0.410. (3) The reactants are [CH3:1][O:2][C:3]1[CH:8]=[CH:7][C:6]([CH2:9][N:10]2[C:15](=[O:16])[CH:14]=[C:13]([CH2:17][CH2:18][C:19](OCCCC)=[O:20])[C:12](=[O:26])[NH:11]2)=[CH:5][CH:4]=1.[H-].[Al+3].[Li+].[H-].[H-].[H-].Cl. The catalyst is C1COCC1. The product is [OH:20][CH2:19][CH2:18][CH2:17][C:13]1[C:12](=[O:26])[NH:11][N:10]([CH2:9][C:6]2[CH:5]=[CH:4][C:3]([O:2][CH3:1])=[CH:8][CH:7]=2)[C:15](=[O:16])[CH:14]=1. The yield is 0.700. (4) The reactants are [F:1][C:2]([F:7])([F:6])[C:3]([OH:5])=[O:4].[I-].[CH3:9][O:10][C:11]([CH2:13][CH2:14][C:15]1[N+:19]([CH3:20])=[CH:18][N:17](C(C2C=CC=CC=2)(C2C=CC=CC=2)C2C=CC=CC=2)[CH:16]=1)=[O:12]. The catalyst is ClCCl. The product is [F:1][C:2]([F:7])([F:6])[C:3]([OH:5])=[O:4].[CH3:20][N:19]1[C:15]([CH2:14][CH2:13][C:11]([O:10][CH3:9])=[O:12])=[CH:16][N:17]=[CH:18]1. The yield is 0.760. (5) The reactants are Cl[C:2]1[N:7]=[C:6]2[N:8]([CH:20]3[CH2:25][CH2:24][O:23][CH2:22][CH2:21]3)[C:9](=[O:19])[N:10]([CH2:11][O:12][CH2:13][CH2:14][Si:15]([CH3:18])([CH3:17])[CH3:16])[C:5]2=[CH:4][CH:3]=1.C([Sn](CCCC)(CCCC)[C:31]1[CH:32]=[N:33][N:34]2[CH:39]=[CH:38][N:37]=[CH:36][C:35]=12)CCC. The catalyst is O1CCOCC1.CO.C1C=CC([P]([Pd]([P](C2C=CC=CC=2)(C2C=CC=CC=2)C2C=CC=CC=2)([P](C2C=CC=CC=2)(C2C=CC=CC=2)C2C=CC=CC=2)[P](C2C=CC=CC=2)(C2C=CC=CC=2)C2C=CC=CC=2)(C2C=CC=CC=2)C2C=CC=CC=2)=CC=1. The product is [N:33]1[N:34]2[CH:39]=[CH:38][N:37]=[CH:36][C:35]2=[C:31]([C:2]2[N:7]=[C:6]3[N:8]([CH:20]4[CH2:21][CH2:22][O:23][CH2:24][CH2:25]4)[C:9](=[O:19])[N:10]([CH2:11][O:12][CH2:13][CH2:14][Si:15]([CH3:17])([CH3:18])[CH3:16])[C:5]3=[CH:4][CH:3]=2)[CH:32]=1. The yield is 0.660. (6) The reactants are [NH2:1][C:2]1[CH:7]=[CH:6][C:5]([OH:8])=[CH:4][C:3]=1[N+:9]([O-:11])=O.[N:12]#[C:13][NH2:14]. The catalyst is C(O)(=O)C.Cl. The product is [NH2:14][C:13]1[N:12]=[N+:9]([O-:11])[C:3]2[CH:4]=[C:5]([OH:8])[CH:6]=[CH:7][C:2]=2[N:1]=1. The yield is 0.517. (7) The catalyst is C1COCC1.CCCCCC. The product is [F:40][CH:16]1[CH2:17][C:18]([N+:26]([O-:28])=[O:27])([C:20]2[CH:25]=[CH:24][CH:23]=[CH:22][CH:21]=2)[CH2:19][N:14]([CH3:13])[C:15]1=[O:29]. The yield is 0.540. The reactants are C(NC(C)C)(C)C.[Li]CCCC.[CH3:13][N:14]1[CH2:19][C:18]([N+:26]([O-:28])=[O:27])([C:20]2[CH:25]=[CH:24][CH:23]=[CH:22][CH:21]=2)[CH2:17][CH2:16][C:15]1=[O:29].C1C=CC(S(N(S(C2C=CC=CC=2)(=O)=O)[F:40])(=O)=O)=CC=1. (8) The reactants are C(O)(=O)C.C(OC(=O)C)(=O)C.[Cl:12][CH2:13][CH2:14][O:15][C:16]1[CH:17]=[C:18]([CH:23]=[CH:24][C:25]=1[O:26][CH3:27])[C:19]([O:21][CH3:22])=[O:20].[N+:28]([O-])([OH:30])=[O:29]. The catalyst is O. The product is [Cl:12][CH2:13][CH2:14][O:15][C:16]1[C:25]([O:26][CH3:27])=[CH:24][C:23]([N+:28]([O-:30])=[O:29])=[C:18]([CH:17]=1)[C:19]([O:21][CH3:22])=[O:20]. The yield is 0.860. (9) The reactants are Br[C:2]1[N:7]=[C:6]([CH2:8][N:9]2[CH2:18][CH:17]3[CH2:19][O:20][CH2:21][CH2:22][N:16]3[C:15]3[N:14]=[C:13]([Cl:23])[N:12]=[CH:11][C:10]2=3)[CH:5]=[CH:4][CH:3]=1.[C:24]([O-])([O-])=O.[K+].[K+].CB1OB(C)OB(C)O1. The catalyst is O1CCOCC1.O.C(OCC)(=O)C.C1C=CC(P(C2C=CC=CC=2)[C-]2C=CC=C2)=CC=1.C1C=CC(P(C2C=CC=CC=2)[C-]2C=CC=C2)=CC=1.Cl[Pd]Cl.[Fe+2]. The product is [Cl:23][C:13]1[N:12]=[CH:11][C:10]2[N:9]([CH2:8][C:6]3[CH:5]=[CH:4][CH:3]=[C:2]([CH3:24])[N:7]=3)[CH2:18][CH:17]3[CH2:19][O:20][CH2:21][CH2:22][N:16]3[C:15]=2[N:14]=1. The yield is 0.570. (10) The reactants are OCCCN1C=C(C2C=CC(NC3C(C(F)(F)F)=CN=C(NC4C=CC(CP(=O)(OCC)OCC)=CC=4OC)N=3)=C3C=2CN(C)C3=O)C=N1.[NH2:50][C:51]1[C:52]([C:66]([NH:68][CH3:69])=[O:67])=[N:53][C:54]([C:57]2[CH:58]=[N:59][N:60]([CH2:62][CH2:63][CH2:64][OH:65])[CH:61]=2)=[CH:55][CH:56]=1.ClC1C(C(F)(F)F)=CN=C(NC2C=CC(CP(=O)(OCC)OCC)=CC=2OC)N=1.[Cl:99][C:100]1[CH:101]=[C:102]([CH:112]=[CH:113][C:114]=1[NH:115][C:116]1[N:121]=[C:120](Cl)[C:119]([C:123]([F:126])([F:125])[F:124])=[CH:118][N:117]=1)[CH2:103][P:104](=[O:111])([O:108][CH2:109][CH3:110])[O:105][CH2:106][CH3:107]. No catalyst specified. The product is [Cl:99][C:100]1[CH:101]=[C:102]([CH:112]=[CH:113][C:114]=1[NH:115][C:116]1[N:117]=[C:118]([NH:50][C:51]2[C:52]([C:66](=[O:67])[NH:68][CH3:69])=[N:53][C:54]([C:57]3[CH:58]=[N:59][N:60]([CH2:62][CH2:63][CH2:64][OH:65])[CH:61]=3)=[CH:55][CH:56]=2)[C:119]([C:123]([F:126])([F:124])[F:125])=[CH:120][N:121]=1)[CH2:103][P:104](=[O:111])([O:108][CH2:109][CH3:110])[O:105][CH2:106][CH3:107]. The yield is 0.250.